From a dataset of Catalyst prediction with 721,799 reactions and 888 catalyst types from USPTO. Predict which catalyst facilitates the given reaction. (1) Reactant: Cl[CH2:2][C:3]1[CH:8]=[CH:7][C:6]([CH2:9][NH:10][C:11](=[O:13])[CH3:12])=[CH:5][CH:4]=1.[N+:14]([C:17]1[S:21][C:20]([N:22]2[CH2:27][CH2:26][NH:25][CH2:24][CH2:23]2)=[N:19][CH:18]=1)([O-:16])=[O:15].C(=O)([O-])[O-].[K+].[K+].O. Product: [N+:14]([C:17]1[S:21][C:20]([N:22]2[CH2:23][CH2:24][N:25]([CH2:2][C:3]3[CH:8]=[CH:7][C:6]([CH2:9][NH:10][C:11](=[O:13])[CH3:12])=[CH:5][CH:4]=3)[CH2:26][CH2:27]2)=[N:19][CH:18]=1)([O-:16])=[O:15]. The catalyst class is: 9. (2) Reactant: C([O:3][C:4]([C:6]1[CH:7]=[N:8][N:9]([C:15]([CH3:18])([CH3:17])[CH3:16])[C:10]=1[CH2:11][O:12][CH2:13][CH3:14])=[O:5])C.O.[OH-].[Li+].[OH-].[Na+]. Product: [C:15]([N:9]1[C:10]([CH2:11][O:12][CH2:13][CH3:14])=[C:6]([C:4]([OH:5])=[O:3])[CH:7]=[N:8]1)([CH3:16])([CH3:17])[CH3:18]. The catalyst class is: 24. (3) Reactant: [OH:1][C:2]1[CH:9]=[CH:8][C:7]([O:10][CH3:11])=[CH:6][C:3]=1[CH:4]=O.Cl[CH2:13][C:14]([N:16]([O:18][CH3:19])[CH3:17])=[O:15].[I-].[Na+].C(=O)([O-])[O-].[K+].[K+]. Product: [CH3:19][O:18][N:16]([CH3:17])[C:14]([C:13]1[O:1][C:2]2[CH:9]=[CH:8][C:7]([O:10][CH3:11])=[CH:6][C:3]=2[CH:4]=1)=[O:15]. The catalyst class is: 9. (4) Reactant: [Cl:1][C:2]1[CH:24]=[CH:23][C:5]2[N:6]=[C:7]([NH:9][C:10]3[N:14]([CH3:15])[C:13]4[CH:16]=[CH:17][C:18]([C:20](O)=[O:21])=[CH:19][C:12]=4[N:11]=3)[S:8][C:4]=2[CH:3]=1.[C:25]([O:29][C:30]([N:32]1[CH2:37][CH2:36][CH:35]([NH2:38])[CH2:34][CH2:33]1)=[O:31])([CH3:28])([CH3:27])[CH3:26].CN(C(ON1N=NC2C=CC=CC1=2)=[N+](C)C)C.F[P-](F)(F)(F)(F)F.CCN(C(C)C)C(C)C. Product: [C:25]([O:29][C:30]([N:32]1[CH2:37][CH2:36][CH:35]([NH:38][C:20]([C:18]2[CH:17]=[CH:16][C:13]3[N:14]([CH3:15])[C:10]([NH:9][C:7]4[S:8][C:4]5[CH:3]=[C:2]([Cl:1])[CH:24]=[CH:23][C:5]=5[N:6]=4)=[N:11][C:12]=3[CH:19]=2)=[O:21])[CH2:34][CH2:33]1)=[O:31])([CH3:28])([CH3:26])[CH3:27]. The catalyst class is: 3. (5) Reactant: [C:1](=O)([O-:3])[O-:2].[Li+:5].[Li+].[O-2].[Ti+4].[O-2].[Li+].[Li+].[O-:12][Ti:13]([O-:15])=[O:14].O. Product: [Li+:5].[Li+:5].[O-:14][Ti:13]([O-:15])=[O:12].[C:1](=[O:3])=[O:2]. The catalyst class is: 8. (6) Reactant: [NH2:1][C:2]1[N:7]=[CH:6][N:5]=[C:4]2[N:8]([CH:22]([C:24]3[O:25][C:26]4[C:31]([C:32](=[O:41])[C:33]=3[C:34]3[CH:39]=[CH:38][CH:37]=[C:36]([F:40])[CH:35]=3)=[C:30](F)[CH:29]=[CH:28][CH:27]=4)[CH3:23])[N:9]=[C:10]([C:11]3[CH:16]=[CH:15][C:14]([O:17][CH:18]([CH3:20])[CH3:19])=[C:13]([F:21])[CH:12]=3)[C:3]=12.[NH:43]1[CH2:48][CH2:47][O:46][CH2:45][CH2:44]1. Product: [NH2:1][C:2]1[N:7]=[CH:6][N:5]=[C:4]2[N:8]([CH:22]([C:24]3[O:25][C:26]4[C:31]([C:32](=[O:41])[C:33]=3[C:34]3[CH:39]=[CH:38][CH:37]=[C:36]([F:40])[CH:35]=3)=[C:30]([N:43]3[CH2:48][CH2:47][O:46][CH2:45][CH2:44]3)[CH:29]=[CH:28][CH:27]=4)[CH3:23])[N:9]=[C:10]([C:11]3[CH:16]=[CH:15][C:14]([O:17][CH:18]([CH3:20])[CH3:19])=[C:13]([F:21])[CH:12]=3)[C:3]=12. The catalyst class is: 12.